Dataset: Forward reaction prediction with 1.9M reactions from USPTO patents (1976-2016). Task: Predict the product of the given reaction. (1) Given the reactants [CH2:1]([O:3][C:4](=[O:30])[CH2:5][C:6]1[CH:11]=[CH:10][CH:9]=[C:8]([S:12][C:13]2[C:21]3[C:16](=[CH:17][C:18]([Cl:22])=[CH:19][CH:20]=3)[N:15]([C:23]3[CH:24]=[N:25][CH:26]=[CH:27][CH:28]=3)[C:14]=2[CH3:29])[CH:7]=1)[CH3:2].I[CH2:32][CH3:33], predict the reaction product. The product is: [CH2:1]([O:3][C:4](=[O:30])[CH:5]([C:6]1[CH:11]=[CH:10][CH:9]=[C:8]([S:12][C:13]2[C:21]3[C:16](=[CH:17][C:18]([Cl:22])=[CH:19][CH:20]=3)[N:15]([C:23]3[CH:24]=[N:25][CH:26]=[CH:27][CH:28]=3)[C:14]=2[CH3:29])[CH:7]=1)[CH2:32][CH3:33])[CH3:2]. (2) Given the reactants [C:1]([O:7][CH:8]1[CH2:11][C:10](=[O:12])[C:9]1(Cl)Cl)(=[O:6])[C:2]([CH3:5])([CH3:4])[CH3:3], predict the reaction product. The product is: [C:1]([O:7][CH:8]1[CH2:11][C:10](=[O:12])[CH2:9]1)(=[O:6])[C:2]([CH3:5])([CH3:4])[CH3:3]. (3) The product is: [C:1]([C:4]1[CH:9]=[CH:8][CH:7]=[CH:6][CH:5]=1)(=[O:3])[CH2:2][CH3:10].[C:4]1([CH:1]([OH:3])[CH2:2][CH3:16])[CH:9]=[CH:8][CH:7]=[CH:6][CH:5]=1. Given the reactants [C:1]([C:4]1[CH:9]=[CH:8][CH:7]=[CH:6][CH:5]=1)(=[O:3])[CH3:2].[CH3:10]C([O-])(C)C.[K+].[C:16](C1C=CC=CC=1)(=O)CC.CC(C1C=CC2C(=CC=CC=2)C=1)=O.C(C1C=CC=CC=1)(=O)C1C=CC=CC=1.C(CC(=O)C)C1C=CC=CC=1.C(=O)C1C=CC=CC=1.C(=NC1C=CC=CC=1)C1C=CC=CC=1, predict the reaction product. (4) Given the reactants [C:1]([OH:12])(=O)/[CH:2]=[CH:3]/[CH2:4][CH2:5][CH2:6][CH2:7][CH2:8][CH2:9][CH3:10].[Cl:13][C:14]1[CH:19]=[CH:18][C:17]([CH:20]2[CH2:25][CH2:24][NH:23][CH2:22][CH2:21]2)=[CH:16][CH:15]=1, predict the reaction product. The product is: [C:1]([N:23]1[CH2:24][CH2:25][CH:20]([C:17]2[CH:16]=[CH:15][C:14]([Cl:13])=[CH:19][CH:18]=2)[CH2:21][CH2:22]1)(=[O:12])/[CH:2]=[CH:3]/[CH2:4][CH2:5][CH2:6][CH2:7][CH2:8][CH2:9][CH3:10].